Dataset: Forward reaction prediction with 1.9M reactions from USPTO patents (1976-2016). Task: Predict the product of the given reaction. (1) The product is: [C:8]([O:17][C:18]1[CH:36]=[C:35]([CH:37]([CH3:38])[CH3:39])[CH:34]=[CH:33][C:19]=1[C:20]1([NH:29][C:30](=[O:32])[CH3:31])[C:21](=[O:28])[C:22]2[C:27](=[CH:26][CH:25]=[CH:24][CH:23]=2)[C:16]1=[O:15])(=[O:13])[CH2:9][CH2:10][CH2:11][CH3:12]. Given the reactants C(N(CC)CC)C.[C:8](Cl)(=[O:13])[CH2:9][CH2:10][CH2:11][CH3:12].[OH:15][C:16]12[C:27]3[C:22](=[CH:23][CH:24]=[CH:25][CH:26]=3)[C:21](=[O:28])[C:20]1([NH:29][C:30](=[O:32])[CH3:31])[C:19]1[CH:33]=[CH:34][C:35]([CH:37]([CH3:39])[CH3:38])=[CH:36][C:18]=1[O:17]2, predict the reaction product. (2) Given the reactants [F:1][C:2]1[CH:22]=[C:21]([N+:23]([O-:25])=[O:24])[CH:20]=[CH:19][C:3]=1[O:4][C:5]1[CH:10]=[CH:9][N:8]=[CH:7][C:6]=1[C:11]1[CH:18]=[CH:17][C:14](C=O)=[CH:13][CH:12]=1.C([O-])(=O)C.[NH4+].[C:31]([BH3-])#[N:32].[Na+].C(N(CC)CC)C.[C:42](O[C:42]([O:44][C:45]([CH3:48])([CH3:47])[CH3:46])=[O:43])([O:44][C:45]([CH3:48])([CH3:47])[CH3:46])=[O:43], predict the reaction product. The product is: [F:1][C:2]1[CH:22]=[C:21]([N+:23]([O-:25])=[O:24])[CH:20]=[CH:19][C:3]=1[O:4][C:5]1[CH:10]=[CH:9][N:8]=[CH:7][C:6]=1[C:11]1[CH:12]=[CH:13][C:14]([CH2:31][NH:32][C:42](=[O:43])[O:44][C:45]([CH3:48])([CH3:47])[CH3:46])=[CH:17][CH:18]=1. (3) Given the reactants [CH3:1][O:2][C:3]1[N:8]=[C:7]2[C:9]([C:13]3[N:34](S(C4C=CC(C)=CC=4)(=O)=O)[C:16]4=[N:17][CH:18]=[CH:19][C:20]([CH2:21][NH:22][CH:23]5[CH2:26][N:25]([C:27]([O:29][C:30]([CH3:33])([CH3:32])[CH3:31])=[O:28])[CH2:24]5)=[C:15]4[CH:14]=3)=[CH:10][N:11]([CH3:12])[C:6]2=[CH:5][C:4]=1[O:45][CH3:46].[OH-].[K+], predict the reaction product. The product is: [CH3:1][O:2][C:3]1[N:8]=[C:7]2[C:9]([C:13]3[NH:34][C:16]4=[N:17][CH:18]=[CH:19][C:20]([CH2:21][NH:22][CH:23]5[CH2:26][N:25]([C:27]([O:29][C:30]([CH3:32])([CH3:33])[CH3:31])=[O:28])[CH2:24]5)=[C:15]4[CH:14]=3)=[CH:10][N:11]([CH3:12])[C:6]2=[CH:5][C:4]=1[O:45][CH3:46]. (4) Given the reactants [CH:1]([C:4]1[CH:9]=[CH:8][C:7](B(O)O)=[CH:6][CH:5]=1)([CH3:3])[CH3:2].[Cl:13][C:14]1[N:19]=[C:18](Cl)[N:17]=[C:16]([O:21][CH3:22])[N:15]=1.C(=O)([O-])[O-].[Na+].[Na+].O, predict the reaction product. The product is: [Cl:13][C:14]1[N:19]=[C:18]([C:7]2[CH:8]=[CH:9][C:4]([CH:1]([CH3:3])[CH3:2])=[CH:5][CH:6]=2)[N:17]=[C:16]([O:21][CH3:22])[N:15]=1. (5) Given the reactants C[O:2][C:3](=[O:26])[C:4]1[CH:9]=[CH:8][C:7]([O:10][CH3:11])=[C:6]([S:12](=[O:25])(=[O:24])[NH:13][C:14]2[CH:15]=[N:16][C:17]3[C:22]([CH:23]=2)=[CH:21][CH:20]=[CH:19][CH:18]=3)[CH:5]=1.[Li+].[OH-], predict the reaction product. The product is: [CH3:11][O:10][C:7]1[CH:8]=[CH:9][C:4]([C:3]([OH:26])=[O:2])=[CH:5][C:6]=1[S:12](=[O:25])(=[O:24])[NH:13][C:14]1[CH:15]=[N:16][C:17]2[C:22]([CH:23]=1)=[CH:21][CH:20]=[CH:19][CH:18]=2. (6) Given the reactants C(OC(=O)[NH:7][CH2:8][C@H:9]1[CH2:13][CH2:12][N:11]([C:14]2[CH:19]=[CH:18][C:17]([N+:20]([O-:22])=[O:21])=[CH:16][C:15]=2[Cl:23])[CH2:10]1)(C)(C)C.FC(F)(F)C(O)=O.Cl, predict the reaction product. The product is: [Cl:23][C:15]1[CH:16]=[C:17]([N+:20]([O-:22])=[O:21])[CH:18]=[CH:19][C:14]=1[N:11]1[CH2:12][CH2:13][C@H:9]([CH2:8][NH2:7])[CH2:10]1.